From a dataset of Forward reaction prediction with 1.9M reactions from USPTO patents (1976-2016). Predict the product of the given reaction. (1) The product is: [CH3:1][O:2][C:3]1[CH:8]=[CH:7][CH:6]=[C:5]([O:9][CH3:10])[C:4]=1[C:11]1[N:16]([CH2:17][C:18]2[CH:19]=[CH:20][C:21]([C:24]([CH3:26])([CH3:25])[CH3:27])=[CH:22][CH:23]=2)[C:15](=[O:28])[C:14]([C:48]([NH:49][CH2:65][C:66]([OH:68])=[O:67])=[O:53])=[C:13]([OH:29])[N:12]=1. Given the reactants [CH3:1][O:2][C:3]1[CH:8]=[CH:7][CH:6]=[C:5]([O:9][CH3:10])[C:4]=1[C:11]1[N:16]([CH2:17][C:18]2[CH:23]=[CH:22][C:21]([C:24]([CH3:27])([CH3:26])[CH3:25])=[CH:20][CH:19]=2)[C:15](=[O:28])[CH:14]=[C:13]([OH:29])[N:12]=1.[Cl-].C[Al+]C.CCCCCC.C(C1C=CC([CH2:48][NH2:49])=CC=1)(C)(C)C.C[O:53]C1C=CC=C(OC)C=1C#N.C(OCC)(=O)[CH2:65][C:66]([O:68]CC)=[O:67].C[O-].[Na+].CO, predict the reaction product. (2) Given the reactants [F:1][C:2]1[CH:7]=[CH:6][C:5]([CH:8]([OH:29])[CH2:9][CH2:10][N:11]2[CH2:16][CH2:15][CH:14]([C:17]3[CH:18]=[C:19]([NH:23][C:24](=[O:28])[CH:25]([CH3:27])[CH3:26])[CH:20]=[CH:21][CH:22]=3)[CH2:13][CH2:12]2)=[CH:4][CH:3]=1.[Cl:30][C:31]1[CH:32]=[C:33](O)[CH:34]=[CH:35][CH:36]=1, predict the reaction product. The product is: [Cl:30][C:31]1[CH:36]=[C:35]([CH:34]=[CH:33][CH:32]=1)[O:29][CH:8]([C:5]1[CH:4]=[CH:3][C:2]([F:1])=[CH:7][CH:6]=1)[CH2:9][CH2:10][N:11]1[CH2:16][CH2:15][CH:14]([C:17]2[CH:18]=[C:19]([NH:23][C:24](=[O:28])[CH:25]([CH3:26])[CH3:27])[CH:20]=[CH:21][CH:22]=2)[CH2:13][CH2:12]1. (3) The product is: [F:34][C:25]1[CH:24]=[C:23]([C:22]2[N:8]([C:4]3[CH:3]=[N:2][CH:7]=[CH:6][CH:5]=3)[N:9]=[C:20]([C:35]([OH:37])=[O:36])[CH:21]=2)[CH:28]=[C:27]([O:29][CH:30]([F:32])[F:31])[CH:26]=1. Given the reactants Cl.[N:2]1[CH:7]=[CH:6][CH:5]=[C:4]([NH:8][NH2:9])[CH:3]=1.ClC1C=C(N2[C:22]([C:23]3[CH:28]=[C:27]([O:29][C:30](F)([F:32])[F:31])[CH:26]=[C:25]([F:34])[CH:24]=3)=[CH:21][C:20]([C:35]([OH:37])=[O:36])=N2)C=CC=1F, predict the reaction product. (4) Given the reactants [OH:1][C@@:2]1([C:13]([OH:15])=[O:14])[C:10]2[CH:9]=[CH:8][S:7][C:6]=2[C@@H:5]([OH:11])[C@H:4]([OH:12])[CH2:3]1.[K+].[Br-].[CH2:18]1COC[CH2:19]1, predict the reaction product. The product is: [OH:1][C@@:2]1([C:13]([OH:15])=[O:14])[C:10]2[CH:9]=[C:8]([CH:18]=[CH2:19])[S:7][C:6]=2[C@@H:5]([OH:11])[C@H:4]([OH:12])[CH2:3]1. (5) The product is: [C:1]([O:5][C:6]([N:8]1[CH2:13][CH2:12][CH2:11][CH2:10][CH:9]1[CH2:14][C:15]([O:17][CH2:19][C:20]([C:22]1[CH:27]=[CH:26][CH:25]=[C:24]([Cl:28])[CH:23]=1)=[O:21])=[O:16])=[O:7])([CH3:4])([CH3:2])[CH3:3]. Given the reactants [C:1]([O:5][C:6]([N:8]1[CH2:13][CH2:12][CH2:11][CH2:10][CH:9]1[CH2:14][C:15]([OH:17])=[O:16])=[O:7])([CH3:4])([CH3:3])[CH3:2].Br[CH2:19][C:20]([C:22]1[CH:27]=[CH:26][CH:25]=[C:24]([Cl:28])[CH:23]=1)=[O:21], predict the reaction product. (6) Given the reactants [Cl:1][C:2]1[CH:7]=[CH:6][C:5]([CH2:8][CH2:9][C:10]([OH:12])=O)=[CH:4][CH:3]=1.S(Cl)([Cl:15])=O, predict the reaction product. The product is: [Cl:1][C:2]1[CH:7]=[CH:6][C:5]([CH2:8][CH2:9][C:10]([Cl:15])=[O:12])=[CH:4][CH:3]=1.